Task: Predict which catalyst facilitates the given reaction.. Dataset: Catalyst prediction with 721,799 reactions and 888 catalyst types from USPTO (1) Reactant: [C:1]([O:5][C:6]([N:8]1[CH2:13][CH2:12][O:11][C@@H:10]([CH2:14][C:15]2[N:19]3[CH:20]=[CH:21][C:22]([CH3:24])=[CH:23][C:18]3=[N:17][C:16]=2[C:25]2[C:30]([F:31])=[CH:29][C:28]([C:32](=[O:35])[NH:33][CH3:34])=[CH:27][C:26]=2[F:36])[CH2:9]1)=[O:7])(C)(C)C.Cl.C(N(CC)C(C)C)(C)C.ClC(OC)=O. Product: [CH3:1][O:5][C:6]([N:8]1[CH2:13][CH2:12][O:11][C@@H:10]([CH2:14][C:15]2[N:19]3[CH:20]=[CH:21][C:22]([CH3:24])=[CH:23][C:18]3=[N:17][C:16]=2[C:25]2[C:26]([F:36])=[CH:27][C:28]([C:32](=[O:35])[NH:33][CH3:34])=[CH:29][C:30]=2[F:31])[CH2:9]1)=[O:7]. The catalyst class is: 138. (2) Reactant: [Li]CCCC.Br[C:7]1[CH:8]=[N:9][CH:10]=[CH:11][CH:12]=1.CON(C)[C:16]([C:18]1[S:22][CH:21]=[N:20][CH:19]=1)=[O:17]. Product: [N:9]1[CH:10]=[CH:11][CH:12]=[C:7]([C:16]([C:18]2[S:22][CH:21]=[N:20][CH:19]=2)=[O:17])[CH:8]=1. The catalyst class is: 28. (3) Reactant: [OH:1][C:2]1[CH:12]=[CH:11][CH:10]=[CH:9][C:3]=1[C:4]([O:6][CH2:7][CH3:8])=[O:5].C([O-])([O-])=O.[K+].[K+].[CH2:19](Br)[C:20]1[CH:25]=[CH:24][CH:23]=[CH:22][CH:21]=1.O. Product: [CH2:19]([O:1][C:2]1[CH:12]=[CH:11][CH:10]=[CH:9][C:3]=1[C:4]([O:6][CH2:7][CH3:8])=[O:5])[C:20]1[CH:25]=[CH:24][CH:23]=[CH:22][CH:21]=1. The catalyst class is: 23. (4) The catalyst class is: 4. Product: [Cl:1][C:2]1[CH:7]=[CH:6][C:5]([NH:8][C:9]([C:11]2[CH:12]=[C:13]([CH:25]=[CH:26][CH:27]=2)[CH2:14][S:15][CH2:16][CH2:17][C:18]([OH:20])=[O:19])=[O:10])=[C:4]([C:28](=[O:43])[NH:29][C:30]2[CH:34]=[CH:33][N:32]([C:35]3[CH:40]=[CH:39][C:38]([CH3:41])=[C:37]([CH3:42])[CH:36]=3)[N:31]=2)[CH:3]=1. Reactant: [Cl:1][C:2]1[CH:7]=[CH:6][C:5]([NH:8][C:9]([C:11]2[CH:12]=[C:13]([CH:25]=[CH:26][CH:27]=2)[CH2:14][S:15][CH2:16][CH2:17][C:18]([O:20]C(C)(C)C)=[O:19])=[O:10])=[C:4]([C:28](=[O:43])[NH:29][C:30]2[CH:34]=[CH:33][N:32]([C:35]3[CH:40]=[CH:39][C:38]([CH3:41])=[C:37]([CH3:42])[CH:36]=3)[N:31]=2)[CH:3]=1.FC(F)(F)C(O)=O. (5) Product: [CH3:12][N:6]1[CH2:7][C:2]([CH3:11])([CH3:1])[O:3][CH2:4][CH:5]1[C:8]([OH:10])=[O:9]. The catalyst class is: 29. Reactant: [CH3:1][C:2]1([CH3:11])[CH2:7][NH:6][CH:5]([C:8]([OH:10])=[O:9])[CH2:4][O:3]1.[CH2:12]=O.